Dataset: Retrosynthesis with 50K atom-mapped reactions and 10 reaction types from USPTO. Task: Predict the reactants needed to synthesize the given product. (1) Given the product COC[C@H](C)n1cc(C)c2nc(-c3ccc(C(C)C)nc3O)c(OC)cc21, predict the reactants needed to synthesize it. The reactants are: COC[C@H](C)n1cc(C)c2nc(-c3ccc(C(C)C)nc3OC)c(OC)cc21. (2) Given the product C[C@H]1C(=O)Nc2c(N)cc(Cl)cc2N1C(=O)OCc1ccccc1, predict the reactants needed to synthesize it. The reactants are: C[C@H]1C(=O)Nc2c(cc(Cl)cc2[N+](=O)[O-])N1C(=O)OCc1ccccc1. (3) Given the product CC(C)CN1CCC(N(C)S(=O)(=O)c2ccc(Nc3nccc(Nc4ccc(F)cc4)n3)cc2)CC1, predict the reactants needed to synthesize it. The reactants are: CC(C)C=O.CN(C1CCNCC1)S(=O)(=O)c1ccc(Nc2nccc(Nc3ccc(F)cc3)n2)cc1. (4) The reactants are: CSc1ccc(C#N)cc1.[N-]=[N+]=[N-]. Given the product CSc1ccc(-c2nnn[nH]2)cc1, predict the reactants needed to synthesize it. (5) Given the product C[C@]1(CS(=O)(=O)N2CCC(Oc3ccc(OCC(F)(F)C(F)(F)F)cc3)CC2)NC(=O)NC1=O, predict the reactants needed to synthesize it. The reactants are: C[C@]1(CS(=O)(=O)Cl)NC(=O)NC1=O.FC(F)(F)C(F)(F)COc1ccc(OC2CCNCC2)cc1.